This data is from Full USPTO retrosynthesis dataset with 1.9M reactions from patents (1976-2016). The task is: Predict the reactants needed to synthesize the given product. (1) Given the product [Cl:81][C:79]1[CH:78]=[CH:77][C:76]([S:82]([CH2:85][CH3:86])(=[O:83])=[O:84])=[C:75]([CH:80]=1)[CH2:74][NH:73][C:72](=[O:87])[C:69]1[CH:70]=[CH:71][C:66]([CH2:65][N:18]2[CH2:22][CH2:21][C@@H:20]([OH:23])[CH2:19]2)=[C:67]([C:88]([F:91])([F:89])[F:90])[CH:68]=1, predict the reactants needed to synthesize it. The reactants are: C(OC(=O)C1C=CC(CBr)=C(C(F)(F)F)C=1)C.[NH:18]1[CH2:22][CH2:21][C@@H:20]([OH:23])[CH2:19]1.C(OC(=O)C1C=CC(CN2CC[C@@H](NC(OC(C)(C)C)=O)C2)=C(C(F)(F)F)C=1)C.C(OC(=O)N[C@@H]1CCN([CH2:65][C:66]2[CH:71]=[CH:70][C:69]([C:72](=[O:87])[NH:73][CH2:74][C:75]3[CH:80]=[C:79]([Cl:81])[CH:78]=[CH:77][C:76]=3[S:82]([CH2:85][CH3:86])(=[O:84])=[O:83])=[CH:68][C:67]=2[C:88]([F:91])([F:90])[F:89])C1)(C)(C)C.[OH-].[K+]. (2) Given the product [NH:10]1[CH:11]=[CH:12][N:13]=[C:9]1[CH2:8][NH:7][C:14]1[C:17]([CH3:16])=[C:18]([CH:19]=[CH:20][CH:15]=1)[C:21]([NH:22][CH2:23][CH2:24][CH2:25][CH2:26][N:27]([CH2:28][CH2:29][CH3:30])[CH2:31][CH2:32][CH3:33])=[O:34], predict the reactants needed to synthesize it. The reactants are: C(OC(=O)[N:7]([CH2:14][C:15]1[CH:20]=[CH:19][C:18]([C:21](=[O:34])[NH:22][CH2:23][CH2:24][CH2:25][CH2:26][N:27]([CH2:31][CH2:32][CH3:33])[CH2:28][CH2:29][CH3:30])=[CH:17][CH:16]=1)[CH2:8][C:9]1[NH:10][CH:11]=[CH:12][N:13]=1)(C)(C)C.Cl.O1CCOCC1. (3) Given the product [C:10]([C:14]1[CH:19]=[CH:18][C:17]([C:20]2[CH:25]=[CH:24][CH:23]=[C:22]([CH:26]3[C:35]([CH3:37])([CH3:36])[CH2:34][C:33]4[C:28](=[C:29]([C:39]([NH:9][S:6]([CH:3]5[CH2:5][CH2:4]5)(=[O:8])=[O:7])=[O:40])[CH:30]=[C:31]([Cl:38])[CH:32]=4)[NH:27]3)[CH:21]=2)=[CH:16][CH:15]=1)([CH3:13])([CH3:11])[CH3:12], predict the reactants needed to synthesize it. The reactants are: [H-].[Na+].[CH:3]1([S:6]([NH2:9])(=[O:8])=[O:7])[CH2:5][CH2:4]1.[C:10]([C:14]1[CH:19]=[CH:18][C:17]([C:20]2[CH:25]=[CH:24][CH:23]=[C:22]([CH:26]3[C:35]([CH3:37])([CH3:36])[CH2:34][C:33]4[C:28](=[C:29]([C:39](O)=[O:40])[CH:30]=[C:31]([Cl:38])[CH:32]=4)[NH:27]3)[CH:21]=2)=[CH:16][CH:15]=1)([CH3:13])([CH3:12])[CH3:11].C(N1C=CN=C1)(N1C=CN=C1)=O. (4) Given the product [CH3:19][O:18][C:17]1[C:8]([O:7][CH3:6])=[CH:9][C:10]2[C:15](=[CH:14][CH:13]=[CH:12][CH:11]=2)[C:16]=1[CH:31]=[O:32], predict the reactants needed to synthesize it. The reactants are: C([Li])CCC.[CH3:6][O:7][C:8]1[C:17]([O:18][CH3:19])=[CH:16][C:15]2[C:10](=[CH:11][CH:12]=[CH:13][CH:14]=2)[CH:9]=1.CN(C)CCN(C)C.CN([CH:31]=[O:32])C. (5) The reactants are: [CH3:1][CH:2]1[N:7]([CH3:8])[CH2:6][CH2:5][N:4]([C:9]2[CH:14]=[CH:13][C:12]([NH:15]/[CH:16]=[C:17]3\[C:18](=[O:29])[NH:19][C:20](=[O:28])[C:21]4[C:26]\3=[CH:25][C:24]([I:27])=[CH:23][CH:22]=4)=[CH:11][CH:10]=2)[CH2:3]1.BrC1C=C2C(=CC=1)[C:37](=[O:41])NC(=O)C2=CNC1C=CC(N2CC(C)NC(C)C2)=CC=1. Given the product [I:27][C:24]1[CH:25]=[C:26]2[C:21](=[CH:22][CH:23]=1)[C:20](=[O:28])[NH:19][C:18](=[O:29])/[C:17]/2=[CH:16]/[O:41][CH3:37].[CH3:1][CH:2]1[N:7]([CH3:8])[CH2:6][CH2:5][N:4]([C:9]2[CH:14]=[CH:13][C:12]([NH2:15])=[CH:11][CH:10]=2)[CH2:3]1, predict the reactants needed to synthesize it.